Dataset: Reaction yield outcomes from USPTO patents with 853,638 reactions. Task: Predict the reaction yield, written as a fraction of the theoretical maximum amount of product (1.0 means a 100% yield; for example, 0.34 means a 34% yield). (1) The reactants are C([O-])(=O)C.[Cs+].FC(F)(F)C1C=CC(P(C2C=CC(C(F)(F)F)=CC=2)C2C=CC(C(F)(F)F)=CC=2)=CC=1.CN(C)C=O.[N:42]1[CH:43]=[N:44][N:45]2[CH:50]=[C:49]([C:51]3[O:55][C:54]([CH3:57])([CH3:56])[C:53](=[O:58])[CH:52]=3)[CH:48]=[CH:47][C:46]=12.[Cl:59][C:60]1[CH:65]=[CH:64][CH:63]=[C:62](I)[CH:61]=1. The catalyst is C([O-])(=O)C.[Pd+2].C([O-])(=O)C. The product is [N:42]1[CH:43]=[N:44][N:45]2[CH:50]=[C:49]([C:51]3[O:55][C:54]([CH3:56])([CH3:57])[C:53](=[O:58])[C:52]=3[C:62]3[CH:63]=[CH:64][CH:65]=[C:60]([Cl:59])[CH:61]=3)[CH:48]=[CH:47][C:46]=12. The yield is 0.0340. (2) The reactants are [OH:1][CH:2]([CH2:8][CH2:9][CH:10]=[CH:11][CH:12]=[CH:13][CH3:14])[CH2:3][C:4]([O:6]C)=O.[CH2:15]([NH2:19])[CH:16]([CH3:18])[CH3:17]. No catalyst specified. The product is [CH2:15]([NH:19][C:4](=[O:6])[CH2:3][CH:2]([OH:1])[CH2:8][CH2:9][CH:10]=[CH:11][CH:12]=[CH:13][CH3:14])[CH:16]([CH3:18])[CH3:17]. The yield is 0.820. (3) The reactants are C[O:2][C:3](=[O:13])[C:4]1[CH:9]=[C:8]([CH3:10])[CH:7]=[C:6]([C:11]#[N:12])[CH:5]=1.O.[OH-].[Na+].Cl. The catalyst is CO. The product is [C:11]([C:6]1[CH:5]=[C:4]([CH:9]=[C:8]([CH3:10])[CH:7]=1)[C:3]([OH:13])=[O:2])#[N:12]. The yield is 0.800. (4) The reactants are [N:1]1[C:10]2[C:5](=[CH:6][C:7]([C:11]3([C:14]4[N:18]5[N:19]=[C:20]([C:23](=O)[CH3:24])[CH:21]=[CH:22][C:17]5=[N:16][N:15]=4)[CH2:13][CH2:12]3)=[CH:8][CH:9]=2)[CH:4]=[CH:3][CH:2]=1.C(O)(=O)C.[CH3:30][N:31]([C:33]([NH2:35])=[O:34])[NH2:32]. The catalyst is CO. The product is [CH3:30][N:31]([C:33]([NH2:35])=[O:34])/[N:32]=[C:23](/[C:20]1[CH:21]=[CH:22][C:17]2[N:18]([C:14]([C:11]3([C:7]4[CH:6]=[C:5]5[C:10](=[CH:9][CH:8]=4)[N:1]=[CH:2][CH:3]=[CH:4]5)[CH2:12][CH2:13]3)=[N:15][N:16]=2)[N:19]=1)\[CH3:24]. The yield is 0.410. (5) The reactants are [NH2:1][C:2]1[C:7]([C:8]([O:10]CC)=O)=[CH:6][C:5]([O:13][CH3:14])=[C:4]([O:15][CH2:16][CH:17]2[CH2:22][CH2:21][N:20]([CH3:23])[CH2:19][CH2:18]2)[CH:3]=1.C(O)(=O)C.[CH:28](N)=[NH:29]. The catalyst is COCCO. The product is [CH3:14][O:13][C:5]1[CH:6]=[C:7]2[C:2](=[CH:3][C:4]=1[O:15][CH2:16][CH:17]1[CH2:18][CH2:19][N:20]([CH3:23])[CH2:21][CH2:22]1)[N:1]=[CH:28][NH:29][C:8]2=[O:10]. The yield is 0.700. (6) The reactants are [F:1][C:2]1[CH:3]=[C:4]([N+:9]([O-:11])=[O:10])[CH:5]=[CH:6][C:7]=1F.C[C:13]1[NH:14][CH:15]=[CH:16][N:17]=1.[CH:18](N(CC)C(C)C)(C)C. The catalyst is C(#N)C. The product is [F:1][C:2]1[CH:3]=[C:4]([N+:9]([O-:11])=[O:10])[CH:5]=[CH:6][C:7]=1[N:17]1[CH:16]=[C:15]([CH3:18])[N:14]=[CH:13]1. The yield is 0.420.